From a dataset of Full USPTO retrosynthesis dataset with 1.9M reactions from patents (1976-2016). Predict the reactants needed to synthesize the given product. Given the product [NH2:6][CH2:5][C:4]1[CH:14]=[CH:15][C:16]([CH:18]([CH3:38])[C:19]([NH:20][CH2:21][C:22]2[C:23]([N:32]3[CH2:36][CH2:35][CH2:34][CH2:33]3)=[N:24][C:25]([C:28]([F:29])([F:30])[F:31])=[CH:26][CH:27]=2)=[O:37])=[CH:17][C:3]=1[O:2][CH3:1], predict the reactants needed to synthesize it. The reactants are: [CH3:1][O:2][C:3]1[CH:17]=[C:16]([CH:18]([CH3:38])[C:19](=[O:37])[NH:20][CH2:21][C:22]2[C:23]([N:32]3[CH2:36][CH2:35][CH2:34][CH2:33]3)=[N:24][C:25]([C:28]([F:31])([F:30])[F:29])=[CH:26][CH:27]=2)[CH:15]=[CH:14][C:4]=1[CH2:5][NH:6]C(=O)OC(C)(C)C.FC(F)(F)C(O)=O.C([O-])(O)=O.[Na+].